Regression. Given two drug SMILES strings and cell line genomic features, predict the synergy score measuring deviation from expected non-interaction effect. From a dataset of NCI-60 drug combinations with 297,098 pairs across 59 cell lines. (1) Drug 1: CCC1=CC2CC(C3=C(CN(C2)C1)C4=CC=CC=C4N3)(C5=C(C=C6C(=C5)C78CCN9C7C(C=CC9)(C(C(C8N6C)(C(=O)OC)O)OC(=O)C)CC)OC)C(=O)OC.C(C(C(=O)O)O)(C(=O)O)O. Drug 2: C1CC(=O)NC(=O)C1N2C(=O)C3=CC=CC=C3C2=O. Cell line: MDA-MB-231. Synergy scores: CSS=33.0, Synergy_ZIP=-9.12, Synergy_Bliss=-0.599, Synergy_Loewe=-26.4, Synergy_HSA=-0.216. (2) Drug 1: CC1CCC2CC(C(=CC=CC=CC(CC(C(=O)C(C(C(=CC(C(=O)CC(OC(=O)C3CCCCN3C(=O)C(=O)C1(O2)O)C(C)CC4CCC(C(C4)OC)O)C)C)O)OC)C)C)C)OC. Drug 2: CN(C(=O)NC(C=O)C(C(C(CO)O)O)O)N=O. Cell line: MALME-3M. Synergy scores: CSS=25.3, Synergy_ZIP=-7.13, Synergy_Bliss=-1.01, Synergy_Loewe=-28.6, Synergy_HSA=-3.10.